Task: Predict the product of the given reaction.. Dataset: Forward reaction prediction with 1.9M reactions from USPTO patents (1976-2016) (1) Given the reactants [F:1][C:2]([F:12])([C:5]1[CH:10]=[CH:9][CH:8]=[CH:7][C:6]=1[F:11])[CH2:3]O.FC(F)(F)S(OS(C(F)(F)F)(=O)=O)(=O)=O.C(N(CC)CC)C.FC(F)(C1C=CC=CC=1F)COS(C(F)(F)F)(=O)=O.[N-:54]=[N+:55]=[N-:56].[Na+], predict the reaction product. The product is: [N:54]([CH2:3][C:2]([C:5]1[CH:10]=[CH:9][CH:8]=[CH:7][C:6]=1[F:11])([F:12])[F:1])=[N+:55]=[N-:56]. (2) Given the reactants C(=O)([O-])O[CH2:3][CH:4]=[CH:5][C:6]1[CH:11]=[CH:10][CH:9]=[CH:8][CH:7]=1.[CH3:14][C:15]1[CH:21]=[C:20]([CH3:22])[CH:19]=[C:18]([CH3:23])[C:16]=1[NH2:17], predict the reaction product. The product is: [C:4]([CH:5]([C:6]1[CH:11]=[CH:10][CH:9]=[CH:8][CH:7]=1)[NH:17][C:16]1[C:18]([CH3:23])=[CH:19][C:20]([CH3:22])=[CH:21][C:15]=1[CH3:14])#[CH:3]. (3) Given the reactants O[Li].O.C[O:5][C:6](=[O:42])[CH2:7][C:8]1[CH:41]=[CH:40][CH:39]=[CH:38][C:9]=1[CH2:10][CH2:11][C:12]1[C:17]([CH3:18])=[CH:16][N:15]=[C:14]([NH:19][C:20]2[CH:21]=[N:22][N:23]([CH:25]3[CH2:30][CH2:29][N:28]([C:31]([O:33][C:34]([CH3:37])([CH3:36])[CH3:35])=[O:32])[CH2:27][CH2:26]3)[CH:24]=2)[N:13]=1, predict the reaction product. The product is: [C:34]([O:33][C:31]([N:28]1[CH2:29][CH2:30][CH:25]([N:23]2[CH:24]=[C:20]([NH:19][C:14]3[N:13]=[C:12]([CH2:11][CH2:10][C:9]4[CH:38]=[CH:39][CH:40]=[CH:41][C:8]=4[CH2:7][C:6]([OH:42])=[O:5])[C:17]([CH3:18])=[CH:16][N:15]=3)[CH:21]=[N:22]2)[CH2:26][CH2:27]1)=[O:32])([CH3:37])([CH3:36])[CH3:35].